This data is from Catalyst prediction with 721,799 reactions and 888 catalyst types from USPTO. The task is: Predict which catalyst facilitates the given reaction. (1) Reactant: [C:1]([C:4]1[CH:9]=[CH:8][C:7]([N:10]2[CH2:15][C@@H:14]3[CH2:16][C@H:11]2[CH2:12][N:13]3[C:17]([O:19][C:20]([CH3:23])([CH3:22])[CH3:21])=[O:18])=[CH:6][C:5]=1[F:24])(=[O:3])[CH3:2].C(O[CH:30](N(C)C)[N:31]([CH3:33])[CH3:32])(C)(C)C. Product: [CH3:30][N:31]([CH3:33])/[CH:32]=[CH:2]/[C:1]([C:4]1[CH:9]=[CH:8][C:7]([N:10]2[CH2:15][C@@H:14]3[CH2:16][C@H:11]2[CH2:12][N:13]3[C:17]([O:19][C:20]([CH3:23])([CH3:22])[CH3:21])=[O:18])=[CH:6][C:5]=1[F:24])=[O:3]. The catalyst class is: 1. (2) Reactant: [CH2:1]([O:3][C:4](=[O:35])[NH:5][C:6]1[N:15]([CH2:16][C:17]2[CH:22]=[CH:21][C:20]([O:23]CC3C=CC(OC)=CC=3)=[C:19]([O:33][CH3:34])[CH:18]=2)[C:9]2=[N:10][CH:11]=[C:12]([I:14])[CH:13]=[C:8]2[N:7]=1)[CH3:2].FC(F)(F)C(O)=O.C(=O)([O-])[O-].[K+].[K+]. Product: [CH2:1]([O:3][C:4](=[O:35])[NH:5][C:6]1[N:15]([CH2:16][C:17]2[CH:22]=[CH:21][C:20]([OH:23])=[C:19]([O:33][CH3:34])[CH:18]=2)[C:9]2=[N:10][CH:11]=[C:12]([I:14])[CH:13]=[C:8]2[N:7]=1)[CH3:2]. The catalyst class is: 4. (3) The catalyst class is: 18. Reactant: [Cl:1][C:2]1[CH:3]=[CH:4][C:5]2[N:6]([CH:8]=[C:9]([NH:11][C:12]([C:14]3[CH:19]=[CH:18][C:17]([C:20]([CH3:25])([CH3:24])[C:21]([OH:23])=O)=[CH:16][CH:15]=3)=[O:13])[N:10]=2)[CH:7]=1.[NH2:26][CH2:27][C:28]#[N:29].C[CH2:31][N:32]=C=NCCCN(C)C.C1C=CC2N(O)N=NC=2C=1. Product: [Cl:1][C:2]1[CH:3]=[CH:4][C:5]2[N:6]([CH:8]=[C:9]([NH:11][C:12](=[O:13])[C:14]3[CH:19]=[CH:18][C:17]([C:20]([CH3:25])([CH2:24][C:31]#[N:32])[C:21]([NH:29][CH2:28][C:27]#[N:26])=[O:23])=[CH:16][CH:15]=3)[N:10]=2)[CH:7]=1. (4) Reactant: [CH3:1][O:2][C:3]1[CH:40]=[CH:39][C:6]([CH2:7][N:8]([CH2:30][C:31]2[CH:36]=[CH:35][C:34]([O:37][CH3:38])=[CH:33][CH:32]=2)[C:9]2[N:14]=[CH:13][C:12]([C:15]3[C:16]4[CH2:29][CH2:28][NH:27][C:17]=4[N:18]=[C:19]([N:21]4[CH2:26][CH2:25][O:24][CH2:23][CH2:22]4)[N:20]=3)=[CH:11][N:10]=2)=[CH:5][CH:4]=1.[C:41]([O:45][C:46](=[O:59])[N:47]([S:55]([CH3:58])(=[O:57])=[O:56])[C:48]1[CH:53]=[CH:52][C:51](Br)=[CH:50][CH:49]=1)([CH3:44])([CH3:43])[CH3:42].BrC1C=CC(NS(C)(=O)=O)=CC=1.C(=O)(OC(C)(C)C)OC(C)(C)C.COC(=O)C1C=CC(Br)=CC=1. Product: [C:41]([O:45][C:46](=[O:59])[N:47]([S:55]([CH3:58])(=[O:57])=[O:56])[C:48]1[CH:49]=[CH:50][C:51]([N:27]2[C:17]3[N:18]=[C:19]([N:21]4[CH2:26][CH2:25][O:24][CH2:23][CH2:22]4)[N:20]=[C:15]([C:12]4[CH:11]=[N:10][C:9]([N:8]([CH2:7][C:6]5[CH:5]=[CH:4][C:3]([O:2][CH3:1])=[CH:40][CH:39]=5)[CH2:30][C:31]5[CH:32]=[CH:33][C:34]([O:37][CH3:38])=[CH:35][CH:36]=5)=[N:14][CH:13]=4)[C:16]=3[CH2:29][CH2:28]2)=[CH:52][CH:53]=1)([CH3:44])([CH3:43])[CH3:42]. The catalyst class is: 616. (5) Reactant: [N+:1]([C:4]1[CH:9]=[CH:8][C:7]([N:10]2[C:18]3[CH:17]=[CH:16][N:15]=[CH:14][C:13]=3[N:12]=[CH:11]2)=[CH:6][CH:5]=1)([O-:3])=[O:2].[OH:19]O. Product: [N+:1]([C:4]1[CH:9]=[CH:8][C:7]([N:10]2[C:18]3[CH:17]=[CH:16][N+:15]([O-:19])=[CH:14][C:13]=3[N:12]=[CH:11]2)=[CH:6][CH:5]=1)([O-:3])=[O:2]. The catalyst class is: 15. (6) Reactant: C1COCC1.[O:6]=[C:7]1[N:13]([CH:14]2[CH2:19][CH2:18][N:17]([C:20]([NH:22][C@H:23]([CH2:29][C:30]3[CH:39]=[CH:38][C:37]4[CH2:36][CH2:35][CH2:34][CH2:33][C:32]=4[CH:31]=3)[C:24]([O:26]CC)=[O:25])=[O:21])[CH2:16][CH2:15]2)[CH2:12][CH2:11][C:10]2[CH:40]=[CH:41][CH:42]=[CH:43][C:9]=2[NH:8]1.O.[OH-].[Li+]. Product: [O:6]=[C:7]1[N:13]([CH:14]2[CH2:19][CH2:18][N:17]([C:20]([NH:22][C@H:23]([CH2:29][C:30]3[CH:39]=[CH:38][C:37]4[CH2:36][CH2:35][CH2:34][CH2:33][C:32]=4[CH:31]=3)[C:24]([OH:26])=[O:25])=[O:21])[CH2:16][CH2:15]2)[CH2:12][CH2:11][C:10]2[CH:40]=[CH:41][CH:42]=[CH:43][C:9]=2[NH:8]1. The catalyst class is: 6. (7) Reactant: [C:1]1(=O)[CH2:6][CH2:5][CH2:4][CH2:3][CH2:2]1.[C:8]([O:12][C:13]([NH:15][CH2:16][CH2:17][NH2:18])=[O:14])([CH3:11])([CH3:10])[CH3:9].C(O)(=O)C.C(O[BH-](OC(=O)C)OC(=O)C)(=O)C.[Na+].C(=O)(O)[O-].[Na+]. Product: [CH:1]1([NH:18][CH2:17][CH2:16][NH:15][C:13]([O:12][C:8]([CH3:11])([CH3:10])[CH3:9])=[O:14])[CH2:6][CH2:5][CH2:4][CH2:3][CH2:2]1. The catalyst class is: 7.